This data is from Peptide-MHC class I binding affinity with 185,985 pairs from IEDB/IMGT. The task is: Regression. Given a peptide amino acid sequence and an MHC pseudo amino acid sequence, predict their binding affinity value. This is MHC class I binding data. (1) The peptide sequence is APTLHRLGI. The MHC is HLA-B57:01 with pseudo-sequence HLA-B57:01. The binding affinity (normalized) is 0.0847. (2) The peptide sequence is PIQKETWDTW. The MHC is HLA-A32:01 with pseudo-sequence HLA-A32:01. The binding affinity (normalized) is 0.0197. (3) The peptide sequence is ALRSRWRAL. The binding affinity (normalized) is 0.231. The MHC is HLA-B35:01 with pseudo-sequence HLA-B35:01. (4) The peptide sequence is MPRLSRNAA. The MHC is HLA-A02:06 with pseudo-sequence HLA-A02:06. The binding affinity (normalized) is 0.0847. (5) The peptide sequence is GTAKLRWFV. The MHC is HLA-A68:02 with pseudo-sequence HLA-A68:02. The binding affinity (normalized) is 0.683. (6) The binding affinity (normalized) is 0.0847. The peptide sequence is WVGRASDPD. The MHC is HLA-A31:01 with pseudo-sequence HLA-A31:01. (7) The peptide sequence is AMYYRRTER. The MHC is HLA-A02:06 with pseudo-sequence HLA-A02:06. The binding affinity (normalized) is 0.0847. (8) The peptide sequence is GLVDVCFWS. The MHC is HLA-A02:02 with pseudo-sequence HLA-A02:02. The binding affinity (normalized) is 0.560. (9) The peptide sequence is KELNIGRTF. The binding affinity (normalized) is 0.0847. The MHC is HLA-A02:01 with pseudo-sequence HLA-A02:01.